This data is from NCI-60 drug combinations with 297,098 pairs across 59 cell lines. The task is: Regression. Given two drug SMILES strings and cell line genomic features, predict the synergy score measuring deviation from expected non-interaction effect. (1) Drug 1: CC1=CC2C(CCC3(C2CCC3(C(=O)C)OC(=O)C)C)C4(C1=CC(=O)CC4)C. Drug 2: CCCCCOC(=O)NC1=NC(=O)N(C=C1F)C2C(C(C(O2)C)O)O. Cell line: HL-60(TB). Synergy scores: CSS=6.34, Synergy_ZIP=1.15, Synergy_Bliss=6.53, Synergy_Loewe=3.87, Synergy_HSA=3.66. (2) Drug 1: C1=CC(=CC=C1CCCC(=O)O)N(CCCl)CCCl. Drug 2: C1=NC2=C(N=C(N=C2N1C3C(C(C(O3)CO)O)O)F)N. Cell line: CCRF-CEM. Synergy scores: CSS=37.5, Synergy_ZIP=-7.12, Synergy_Bliss=-14.7, Synergy_Loewe=-17.3, Synergy_HSA=-12.6.